Dataset: Forward reaction prediction with 1.9M reactions from USPTO patents (1976-2016). Task: Predict the product of the given reaction. (1) Given the reactants [H-].[Na+].[CH2:3]([N:10]([C:16]1[CH:21]=[CH:20][CH:19]=[CH:18][CH:17]=1)[CH2:11][C:12]([CH3:15])([OH:14])[CH3:13])[C:4]1[CH:9]=[CH:8][CH:7]=[CH:6][CH:5]=1.I[CH3:23].O, predict the reaction product. The product is: [CH2:3]([N:10]([CH2:11][C:12]([O:14][CH3:23])([CH3:15])[CH3:13])[C:16]1[CH:17]=[CH:18][CH:19]=[CH:20][CH:21]=1)[C:4]1[CH:5]=[CH:6][CH:7]=[CH:8][CH:9]=1. (2) Given the reactants [CH2:1]([N:8]1[CH2:13][CH2:12][N:11]([C:14]2[CH:22]=[CH:21][CH:20]=[C:19]3[C:15]=2[CH:16]=[N:17][NH:18]3)[CH2:10][CH2:9]1)[C:2]1[CH:7]=[CH:6][CH:5]=[CH:4][CH:3]=1.[H-].[Na+].[C:25]1([S:31]([Cl:34])(=[O:33])=[O:32])[CH:30]=[CH:29][CH:28]=[CH:27][CH:26]=1.C([O-])(O)=O.[Na+], predict the reaction product. The product is: [ClH:34].[CH2:1]([N:8]1[CH2:13][CH2:12][N:11]([C:14]2[CH:22]=[CH:21][CH:20]=[C:19]3[C:15]=2[CH:16]=[N:17][N:18]3[S:31]([C:25]2[CH:30]=[CH:29][CH:28]=[CH:27][CH:26]=2)(=[O:33])=[O:32])[CH2:10][CH2:9]1)[C:2]1[CH:3]=[CH:4][CH:5]=[CH:6][CH:7]=1. (3) Given the reactants CC1(C)C(C)(C)OB(C2C=CC([O:13][CH:14]3[CH2:19][CH2:18][CH2:17][N:16]([C:20]([O:22][C:23]([CH3:26])([CH3:25])[CH3:24])=[O:21])[CH2:15]3)=CC=2)O1.Br[C:31]1[C:36]([Cl:37])=[CH:35][C:34]([NH:38][C:39]2[NH:43][N:42]=[C:41]([NH2:44])[N:40]=2)=[CH:33][C:32]=1[Cl:45].ClC1C=C(N=C=S)C=C(C(F)(F)F)C=1C1C=CC(S(NC2(C)CC2)(=O)=O)=CC=1.C(=O)([O-])[O-].[Na+].[Na+].C([O-])(O)=O.[Na+], predict the reaction product. The product is: [C:23]([O:22][C:20]([N:16]1[CH2:17][CH2:18][CH2:19][CH:14]([O:13][C:31]2[C:36]([Cl:37])=[CH:35][C:34]([NH:38][C:39]3[NH:43][N:42]=[C:41]([NH2:44])[N:40]=3)=[CH:33][C:32]=2[Cl:45])[CH2:15]1)=[O:21])([CH3:26])([CH3:24])[CH3:25]. (4) Given the reactants C([O:5][C:6](=[O:31])[CH:7]([C:9]([C:11]1[C:12]([O:29][CH3:30])=[C:13]2[C:17](=[CH:18][CH:19]=1)[NH:16][N:15]=[C:14]2/[CH:20]=[CH:21]/[C:22]1[CH:27]=[CH:26][C:25]([F:28])=[CH:24][CH:23]=1)=[O:10])[NH2:8])(C)(C)C.FC(F)(F)C(O)=O.O, predict the reaction product. The product is: [F:28][C:25]1[CH:26]=[CH:27][C:22](/[CH:21]=[CH:20]/[C:14]2[C:13]3[C:17](=[CH:18][CH:19]=[C:11]([C:9]([CH:7]([NH2:8])[C:6]([OH:31])=[O:5])=[O:10])[C:12]=3[O:29][CH3:30])[NH:16][N:15]=2)=[CH:23][CH:24]=1. (5) Given the reactants C1C=CC2N(O)N=[N:7]C=2C=1.CCN=C=NCCCN(C)C.Cl.Cl.[C:24]([O:28][C:29]([N:31]1[CH2:36][CH2:35][CH:34]([C:37]2[CH:42]=[CH:41][C:40]([NH:43][C:44]3[N:49]=[C:48]([CH2:50][CH2:51][C:52]4[CH:57]=[C:56]([F:58])[CH:55]=[CH:54][C:53]=4[CH2:59][C:60]([O-])=[O:61])[C:47]([C:63]([F:66])([F:65])[F:64])=[CH:46][N:45]=3)=[CH:39][CH:38]=2)[CH2:33][CH2:32]1)=[O:30])([CH3:27])([CH3:26])[CH3:25].[Li+].CCN(CC)CC.C([O-])(O)=O.[Na+], predict the reaction product. The product is: [NH2:7][C:60](=[O:61])[CH2:59][C:53]1[CH:54]=[CH:55][C:56]([F:58])=[CH:57][C:52]=1[CH2:51][CH2:50][C:48]1[C:47]([C:63]([F:65])([F:64])[F:66])=[CH:46][N:45]=[C:44]([NH:43][C:40]2[CH:39]=[CH:38][C:37]([CH:34]3[CH2:35][CH2:36][N:31]([C:29]([O:28][C:24]([CH3:26])([CH3:27])[CH3:25])=[O:30])[CH2:32][CH2:33]3)=[CH:42][CH:41]=2)[N:49]=1. (6) Given the reactants [Cl:1][C:2]1[N:7]=[C:6]([NH:8][CH2:9][C:10]2[CH:11]=[C:12]3[C:17](=[CH:18][CH:19]=2)[N:16]=[CH:15][CH:14]=[CH:13]3)[C:5]([NH2:20])=[CH:4][CH:3]=1.[C:21](=O)(O)[O-].[Na+], predict the reaction product. The product is: [Cl:1][C:2]1[N:7]=[C:6]2[N:8]([CH2:9][C:10]3[CH:11]=[C:12]4[C:17](=[CH:18][CH:19]=3)[N:16]=[CH:15][CH:14]=[CH:13]4)[CH:21]=[N:20][C:5]2=[CH:4][CH:3]=1. (7) Given the reactants [NH2:1][C@H:2]([C:6]([O:8][C:9]([CH3:12])([CH3:11])[CH3:10])=[O:7])[C@@H:3]([CH3:5])[OH:4].Cl.CCN(C(C)C)C(C)C.[NH:23]([C:35]([O:37][CH2:38][CH:39]=[CH2:40])=[O:36])[C@H:24]([C:32](O)=[O:33])[CH2:25][C:26]1[CH:31]=[CH:30][CH:29]=[CH:28][CH:27]=1.C(Cl)CCl, predict the reaction product. The product is: [NH:23]([C:35]([O:37][CH2:38][CH:39]=[CH2:40])=[O:36])[C@H:24]([C:32]([NH:1][C@H:2]([C:6]([O:8][C:9]([CH3:11])([CH3:10])[CH3:12])=[O:7])[C@@H:3]([CH3:5])[OH:4])=[O:33])[CH2:25][C:26]1[CH:31]=[CH:30][CH:29]=[CH:28][CH:27]=1. (8) Given the reactants [CH3:1][C@@H:2]1[N:7]([C:8]([O:10][C:11]([CH3:14])([CH3:13])[CH3:12])=[O:9])[CH2:6][C@H:5]([C:15](OC)=[O:16])[CH2:4][CH2:3]1.CC(C[AlH]CC(C)C)C, predict the reaction product. The product is: [OH:16][CH2:15][C@H:5]1[CH2:6][N:7]([C:8]([O:10][C:11]([CH3:14])([CH3:13])[CH3:12])=[O:9])[C@@H:2]([CH3:1])[CH2:3][CH2:4]1.